This data is from Full USPTO retrosynthesis dataset with 1.9M reactions from patents (1976-2016). The task is: Predict the reactants needed to synthesize the given product. (1) The reactants are: P(Cl)(Cl)(Cl)(Cl)Cl.[CH3:7][O:8][CH:9](OC)[CH2:10][O:11]C.[CH3:15][N:16]([CH:18]=O)[CH3:17].C[O-].[Na+]. Given the product [CH3:15][N:16]([CH3:18])/[CH:17]=[C:9](\[O:8][CH3:7])/[CH:10]=[O:11], predict the reactants needed to synthesize it. (2) Given the product [ClH:45].[ClH:45].[F:44][C:2]([F:1])([F:43])[C:3]1[CH:4]=[C:5]([C:13]([CH3:41])([CH3:42])[C:14]([N:16]([CH3:40])[C:17]2[C:18]([C:32]3[CH:37]=[CH:36][C:35]([F:38])=[CH:34][C:33]=3[CH3:39])=[CH:19][C:20]([C@@H:23]3[NH:27][C@@:26]([CH3:31])([C:28]([NH2:30])=[O:29])[CH2:25][CH2:24]3)=[N:21][CH:22]=2)=[O:15])[CH:6]=[C:7]([C:9]([F:10])([F:11])[F:12])[CH:8]=1, predict the reactants needed to synthesize it. The reactants are: [F:1][C:2]([F:44])([F:43])[C:3]1[CH:4]=[C:5]([C:13]([CH3:42])([CH3:41])[C:14]([N:16]([CH3:40])[C:17]2[C:18]([C:32]3[CH:37]=[CH:36][C:35]([F:38])=[CH:34][C:33]=3[CH3:39])=[CH:19][C:20]([C@@H:23]3[NH:27][C@@:26]([CH3:31])([C:28]([NH2:30])=[O:29])[CH2:25][CH2:24]3)=[N:21][CH:22]=2)=[O:15])[CH:6]=[C:7]([C:9]([F:12])([F:11])[F:10])[CH:8]=1.[ClH:45]. (3) Given the product [NH:5]1[CH2:4][CH2:3][N:6]=[C:8]1[NH:7][C:10]1[C:15]([CH3:16])=[CH:14][CH:13]=[CH:12][C:11]=1[CH3:17], predict the reactants needed to synthesize it. The reactants are: [OH-].[Na+].[CH2:3]([NH2:6])[CH2:4][NH2:5].[N:7]([C:10]1[C:15]([CH3:16])=[CH:14][CH:13]=[CH:12][C:11]=1[CH3:17])=[C:8]=S. (4) The reactants are: C(OC(N1C2C(=CC=CC=2)C=C1CC(OCC)=O)=O)(C)(C)C.[CH2:23]([O:25][C:26](=[O:45])[CH:27]([C:29]1[N:30]([C:38]([O:40][C:41]([CH3:44])([CH3:43])[CH3:42])=[O:39])[C:31]2[C:36]([CH:37]=1)=[CH:35][CH:34]=[CH:33][CH:32]=2)[CH3:28])[CH3:24].C[Si](C)(C)N[Si](C)(C)C.[K].CI. Given the product [CH2:23]([O:25][C:26](=[O:45])[CH:27]([C:29]1[N:30]([C:38]([O:40][C:41]([CH3:42])([CH3:44])[CH3:43])=[O:39])[C:31]2[C:36]([CH:37]=1)=[CH:35][CH:34]=[CH:33][CH:32]=2)[CH3:28])[CH3:24], predict the reactants needed to synthesize it. (5) The reactants are: [Cl:1][C:2]1[C:3]([C:9]2[CH:14]=[CH:13][C:12]([F:15])=[CH:11][CH:10]=2)=[N:4][NH:5][C:6]=1[S:7][CH3:8].C([O-])([O-])=O.[K+].[K+].Cl[CH2:23][C:24]([N:26]1[CH2:31][CH2:30][N:29]([C:32]2[CH:37]=[CH:36][C:35]([F:38])=[CH:34][CH:33]=2)[CH2:28][CH2:27]1)=[O:25].CN(C=O)C. Given the product [Cl:1][C:2]1[C:3]([C:9]2[CH:14]=[CH:13][C:12]([F:15])=[CH:11][CH:10]=2)=[N:4][N:5]([CH2:23][C:24]([N:26]2[CH2:27][CH2:28][N:29]([C:32]3[CH:37]=[CH:36][C:35]([F:38])=[CH:34][CH:33]=3)[CH2:30][CH2:31]2)=[O:25])[C:6]=1[S:7][CH3:8], predict the reactants needed to synthesize it. (6) Given the product [Br:6][C:7]1[CH:12]=[CH:11][C:10]([CH:16]2[CH2:17][CH2:18][CH2:19][N:15]2[CH3:14])=[CH:9][N:8]=1, predict the reactants needed to synthesize it. The reactants are: [Li]CCCC.[Br:6][C:7]1[CH:12]=[CH:11][C:10](Br)=[CH:9][N:8]=1.[CH3:14][N:15]1[C:19](=O)[CH2:18][CH2:17][CH2:16]1.[NH4+].[Cl-].C(O[BH-](OC(=O)C)OC(=O)C)(=O)C.[Na+].[OH-].[Na+]. (7) Given the product [CH3:42][C:38]1[N:37]=[C:36]([NH:35][S:32]([C:29]2[CH:30]=[CH:31][C:26]([C:49]3[CH:50]=[CH:51][C:46]([C:44]#[N:45])=[CH:47][CH:48]=3)=[C:27]([F:43])[CH:28]=2)(=[O:34])=[O:33])[CH:41]=[CH:40][CH:39]=1, predict the reactants needed to synthesize it. The reactants are: CC1N=C(NS(C2C=CC(C3C=CC(Cl)=CC=3)=CC=2)(=O)=O)C=CC=1.Br[C:26]1[CH:31]=[CH:30][C:29]([S:32]([NH:35][C:36]2[CH:41]=[CH:40][CH:39]=[C:38]([CH3:42])[N:37]=2)(=[O:34])=[O:33])=[CH:28][C:27]=1[F:43].[C:44]([C:46]1[CH:51]=[CH:50][C:49](B(O)O)=[CH:48][CH:47]=1)#[N:45].